Dataset: Forward reaction prediction with 1.9M reactions from USPTO patents (1976-2016). Task: Predict the product of the given reaction. (1) The product is: [Br:1][C:2]1[CH:3]=[C:4]([S:8]([N:12]2[CH2:17][CH2:16][CH2:15][CH2:14][CH2:13]2)(=[O:10])=[O:9])[CH:5]=[CH:6][CH:7]=1. Given the reactants [Br:1][C:2]1[CH:3]=[C:4]([S:8](Cl)(=[O:10])=[O:9])[CH:5]=[CH:6][CH:7]=1.[NH:12]1[CH2:17][CH2:16][CH2:15][CH2:14][CH2:13]1, predict the reaction product. (2) Given the reactants CC(OC([N:8]1[CH2:13][CH2:12][N:11]2[C:14](=[O:29])[O:15][C:16]([C:23]3[CH:28]=[CH:27][CH:26]=[CH:25][CH:24]=3)([C:17]3[CH:22]=[CH:21][CH:20]=[CH:19][CH:18]=3)[CH:10]2[CH2:9]1)=O)(C)C.FC(F)(F)C(O)=O.C(=O)([O-])O.[Na+], predict the reaction product. The product is: [C:23]1([C:16]2([C:17]3[CH:18]=[CH:19][CH:20]=[CH:21][CH:22]=3)[CH:10]3[CH2:9][NH:8][CH2:13][CH2:12][N:11]3[C:14](=[O:29])[O:15]2)[CH:28]=[CH:27][CH:26]=[CH:25][CH:24]=1. (3) Given the reactants FC(F)(F)S(OC1C=CC2C(=CC=CC=2)C=1[N+]([O-])=O)(=O)=O.C(OC(=O)NC1C=CC=C(N)C=1)(C)(C)C.CC1C(C)=CC=CC=1C(NC1C=CC(N2C(=O)CC(=O)NC3C4C(C=CC2=3)=CC=CC=4)=CC=1F)=O.[NH2:72][CH2:73][C:74]1C=[CH:78][C:77]([N:80]2[C:86](=[O:87])[CH2:85][C:84](=[O:88])[NH:83][C:82]3[C:89]4[C:94]([CH:95]=[CH:96][C:81]2=3)=[CH:93][CH:92]=[CH:91][CH:90]=4)=[CH:76][CH:75]=1, predict the reaction product. The product is: [NH2:72][C:73]1[CH:78]=[C:77]([N:80]2[C:86](=[O:87])[CH2:85][C:84](=[O:88])[NH:83][C:82]3[C:89]4[C:94]([CH:95]=[CH:96][C:81]2=3)=[CH:93][CH:92]=[CH:91][CH:90]=4)[CH:76]=[CH:75][CH:74]=1. (4) Given the reactants [CH2:1]([O:8][C:9]([N:11]1[CH2:16][CH2:15][N:14]([C:17]([C:19]([CH3:44])([CH3:43])[C:20]([NH:22][CH2:23][CH2:24][O:25][C:26]2[CH:31]=[CH:30][C:29]([CH2:32][C:33]3[C:34](=[O:41])[NH:35][NH:36][C:37]=3[CH:38]([CH3:40])[CH3:39])=[C:28]([CH3:42])[CH:27]=2)=[O:21])=[O:18])[CH2:13][CH2:12]1)=[O:10])[C:2]1[CH:7]=[CH:6][CH:5]=[CH:4][CH:3]=1.[CH3:45][C:46]([O:48][CH2:49][C@H:50]1[O:55][C@H:54](Br)[C@H:53]([O:57][C:58]([CH3:60])=[O:59])[C@@H:52]([O:61][C:62]([CH3:64])=[O:63])[C@H:51]1[O:65][C:66]([CH3:68])=[O:67])=[O:47].CC(OC[C@H]1O[C@H](Br)[C@H](OC(C)=O)[C@@H](OC(C)=O)[C@@H]1OC(C)=O)=O, predict the reaction product. The product is: [C:58]([O:57][C@@H:53]1[C@@H:52]([O:61][C:62](=[O:63])[CH3:64])[C@@H:51]([O:65][C:66](=[O:67])[CH3:68])[C@@H:50]([CH2:49][O:48][C:46](=[O:47])[CH3:45])[O:55][C@H:54]1[O:41][C:34]1[C:33]([CH2:32][C:29]2[CH:30]=[CH:31][C:26]([O:25][CH2:24][CH2:23][NH:22][C:20](=[O:21])[C:19]([C:17]([N:14]3[CH2:13][CH2:12][N:11]([C:9]([O:8][CH2:1][C:2]4[CH:7]=[CH:6][CH:5]=[CH:4][CH:3]=4)=[O:10])[CH2:16][CH2:15]3)=[O:18])([CH3:44])[CH3:43])=[CH:27][C:28]=2[CH3:42])=[C:37]([CH:38]([CH3:39])[CH3:40])[NH:36][N:35]=1)(=[O:59])[CH3:60]. (5) Given the reactants [Cl:1][C:2]1[CH:7]=[CH:6][C:5]([S:8][CH2:9][CH2:10][C:11]([OH:13])=[O:12])=[C:4]([NH:14][S:15]([C:18]2[CH:23]=[CH:22][C:21]([Cl:24])=[CH:20][C:19]=2[F:25])(=[O:17])=[O:16])[CH:3]=1.C1C=C(Cl)C=C(C(OO)=[O:34])C=1, predict the reaction product. The product is: [Cl:1][C:2]1[CH:7]=[CH:6][C:5]([S:8]([CH2:9][CH2:10][C:11]([OH:13])=[O:12])=[O:34])=[C:4]([NH:14][S:15]([C:18]2[CH:23]=[CH:22][C:21]([Cl:24])=[CH:20][C:19]=2[F:25])(=[O:17])=[O:16])[CH:3]=1. (6) Given the reactants FC(F)(F)C(O)=O.[CH3:8][C@H:9]([O:13][C:14]1[CH:15]=[C:16]([C:33]([NH:35][C:36]2[CH:40]=[CH:39][N:38](C(OC(C)(C)C)=O)[N:37]=2)=[O:34])[CH:17]=[C:18]([O:20][C:21]2[CH:32]=[CH:31][C:24]3[C:25](=[O:30])[N:26]([CH3:29])[CH2:27][O:28][C:23]=3[CH:22]=2)[CH:19]=1)[CH2:10][O:11][CH3:12], predict the reaction product. The product is: [CH3:8][C@H:9]([O:13][C:14]1[CH:15]=[C:16]([CH:17]=[C:18]([O:20][C:21]2[CH:32]=[CH:31][C:24]3[C:25](=[O:30])[N:26]([CH3:29])[CH2:27][O:28][C:23]=3[CH:22]=2)[CH:19]=1)[C:33]([NH:35][C:36]1[CH:40]=[CH:39][NH:38][N:37]=1)=[O:34])[CH2:10][O:11][CH3:12]. (7) Given the reactants B.C1COCC1.[OH:7][C:8]1[CH:9]=[C:10]([CH:14]=[CH:15][C:16]=1[CH3:17])[C:11](O)=[O:12].B(OC)(OC)OC.O, predict the reaction product. The product is: [OH:12][CH2:11][C:10]1[CH:14]=[CH:15][C:16]([CH3:17])=[C:8]([OH:7])[CH:9]=1.